From a dataset of Forward reaction prediction with 1.9M reactions from USPTO patents (1976-2016). Predict the product of the given reaction. (1) Given the reactants Cl[C:2]1[N:7]=[C:6]([Cl:8])[N:5]=[C:4]([Cl:9])[N:3]=1.[NH2:10][CH2:11][CH2:12][C:13]1[CH:18]=[CH:17][CH:16]=[CH:15][N:14]=1, predict the reaction product. The product is: [Cl:9][C:4]1[N:5]=[C:6]([Cl:8])[N:7]=[C:2]([NH:10][CH2:11][CH2:12][C:13]2[CH:18]=[CH:17][CH:16]=[CH:15][N:14]=2)[N:3]=1. (2) Given the reactants Cl[C:2]1[N:7]=[CH:6][C:5]2[C:8]([C:14]3([CH3:19])[CH2:18][CH2:17][CH2:16][O:15]3)=[N:9][N:10]([CH:11]([CH3:13])[CH3:12])[C:4]=2[CH:3]=1.[NH2:20][C:21]1[CH:26]=[CH:25][N:24]=[C:23]([N:27]2[CH2:32][CH2:31][C:30]([CH3:34])([OH:33])[CH2:29][CH2:28]2)[N:22]=1.C1(P(C2CCCCC2)C2C(OC)=CC=C(OC)C=2C2C(C(C)C)=CC(C(C)C)=CC=2C(C)C)CCCCC1.C(=O)([O-])[O-].[Cs+].[Cs+], predict the reaction product. The product is: [CH:11]([N:10]1[C:4]2[CH:3]=[C:2]([NH:20][C:21]3[CH:26]=[CH:25][N:24]=[C:23]([N:27]4[CH2:28][CH2:29][C:30]([CH3:34])([OH:33])[CH2:31][CH2:32]4)[N:22]=3)[N:7]=[CH:6][C:5]=2[C:8]([C:14]2([CH3:19])[CH2:18][CH2:17][CH2:16][O:15]2)=[N:9]1)([CH3:13])[CH3:12].